From a dataset of Catalyst prediction with 721,799 reactions and 888 catalyst types from USPTO. Predict which catalyst facilitates the given reaction. (1) Reactant: [N:1]1([CH:6]=[CH:7][C:8]2[CH:13]=[CH:12][CH:11]=[CH:10][CH:9]=2)CCCC1.O.NN. Product: [NH:1]1[C:13]2[C:8](=[CH:9][CH:10]=[CH:11][CH:12]=2)[CH:7]=[CH:6]1. The catalyst class is: 94. (2) Reactant: [CH3:1][CH:2]([CH2:15][CH2:16][CH2:17][CH:18]([CH3:30])[CH2:19][CH2:20][CH2:21][CH:22]([CH3:29])[CH2:23][CH2:24][CH2:25][CH:26]([CH3:28])[CH3:27])[CH2:3][C:4]([O:6][CH2:7][C:8]([CH2:13][OH:14])([CH2:11][OH:12])[CH2:9][OH:10])=[O:5]. Product: [CH3:1][CH:2]([CH2:15][CH2:16][CH2:17][CH:18]([CH3:30])[CH2:19][CH2:20][CH2:21][CH:22]([CH3:29])[CH2:23][CH2:24][CH2:25][CH:26]([CH3:28])[CH3:27])[CH2:3][C:4]([O:6][CH2:7][C:8]([CH2:13][OH:14])([CH2:9][OH:10])[CH2:11][OH:12])=[O:5].[OH2:5]. The catalyst class is: 6. (3) Reactant: [NH2:1][C@@H:2]([CH2:15][CH2:16][CH3:17])[C:3]([O:12][CH2:13][CH3:14])([O:9][CH2:10][CH3:11])[C:4]([O:6][CH2:7][CH3:8])=[O:5].[C:18](Cl)([O:20][CH2:21][C:22]1[CH:27]=[CH:26][CH:25]=[CH:24][CH:23]=1)=[O:19].O. The catalyst class is: 1. Product: [CH2:21]([O:20][C:18]([NH:1][C@@H:2]([CH2:15][CH2:16][CH3:17])[C:3]([O:9][CH2:10][CH3:11])([O:12][CH2:13][CH3:14])[C:4]([O:6][CH2:7][CH3:8])=[O:5])=[O:19])[C:22]1[CH:27]=[CH:26][CH:25]=[CH:24][CH:23]=1. (4) Reactant: [CH2:1]([NH:4][C:5]1[CH:10]=[CH:9][C:8]([Cl:11])=[CH:7][C:6]=1[C:12]([C:14]1[CH:19]=[CH:18][CH:17]=[C:16]([O:20][CH3:21])[C:15]=1[O:22][CH3:23])=[O:13])[CH:2]=[CH2:3].C(=O)(O)[O-].[Na+].Cl[C:30]([CH:32]=[CH:33][C:34]([O:36][CH2:37][CH3:38])=[O:35])=[O:31]. Product: [CH2:1]([N:4]([C:5]1[CH:10]=[CH:9][C:8]([Cl:11])=[CH:7][C:6]=1[C:12](=[O:13])[C:14]1[CH:19]=[CH:18][CH:17]=[C:16]([O:20][CH3:21])[C:15]=1[O:22][CH3:23])[C:30](=[O:31])/[CH:32]=[CH:33]/[C:34]([O:36][CH2:37][CH3:38])=[O:35])[CH:2]=[CH2:3]. The catalyst class is: 13.